Dataset: Forward reaction prediction with 1.9M reactions from USPTO patents (1976-2016). Task: Predict the product of the given reaction. (1) Given the reactants [C:1]([O:5][C:6]([N:8]([C:25]([O:27][C:28]([CH3:31])([CH3:30])[CH3:29])=[O:26])[C:9]1[S:10][C:11]([C:20]([O:22]CC)=O)=[C:12]([CH2:14][C:15]([O:17][CH2:18][CH3:19])=[O:16])[N:13]=1)=[O:7])([CH3:4])([CH3:3])[CH3:2].[F:32][C:33]1[CH:42]=[C:41]([I:43])[CH:40]=[CH:39][C:34]=1[N:35]=[C:36]=[N:37][CH3:38], predict the reaction product. The product is: [C:28]([O:27][C:25]([N:8]([C:6]([O:5][C:1]([CH3:4])([CH3:2])[CH3:3])=[O:7])[C:9]1[S:10][C:11]2[C:20](=[O:22])[N:37]([CH3:38])[C:36]([NH:35][C:34]3[CH:39]=[CH:40][C:41]([I:43])=[CH:42][C:33]=3[F:32])=[C:14]([C:15]([O:17][CH2:18][CH3:19])=[O:16])[C:12]=2[N:13]=1)=[O:26])([CH3:30])([CH3:29])[CH3:31]. (2) Given the reactants [C:1]([O:5][C:6]([N:8]1[CH2:12][CH2:11][CH2:10][CH:9]1[C:13](=O)[NH2:14])=[O:7])([CH3:4])([CH3:3])[CH3:2].COC1C=CC(P2(SP(C3C=CC(OC)=CC=3)(=S)S2)=[S:25])=CC=1, predict the reaction product. The product is: [C:1]([O:5][C:6]([N:8]1[CH2:12][CH2:11][CH2:10][CH:9]1[C:13](=[S:25])[NH2:14])=[O:7])([CH3:4])([CH3:3])[CH3:2]. (3) Given the reactants [C:1]1([CH:7]([C:10]2[CH:15]=[CH:14][CH:13]=[CH:12][CH:11]=2)[NH:8][CH3:9])[CH:6]=[CH:5][CH:4]=[CH:3][CH:2]=1.[C:16]1([CH2:22][CH2:23][C:24]([NH:26][CH2:27][C:28]([OH:30])=O)=[O:25])[CH:21]=[CH:20][CH:19]=[CH:18][CH:17]=1.CCN(C(C)C)C(C)C.CN(C(ON1N=NC2C=CC=CC1=2)=[N+](C)C)C.[B-](F)(F)(F)F, predict the reaction product. The product is: [CH:7]([N:8]([CH3:9])[C:28]([CH2:27][NH:26][C:24](=[O:25])[CH2:23][CH2:22][C:16]1[CH:17]=[CH:18][CH:19]=[CH:20][CH:21]=1)=[O:30])([C:10]1[CH:11]=[CH:12][CH:13]=[CH:14][CH:15]=1)[C:1]1[CH:6]=[CH:5][CH:4]=[CH:3][CH:2]=1.